Dataset: Reaction yield outcomes from USPTO patents with 853,638 reactions. Task: Predict the reaction yield, written as a fraction of the theoretical maximum amount of product (1.0 means a 100% yield; for example, 0.34 means a 34% yield). (1) The reactants are C([Si](C1C=CC=CC=1)(C1C=CC=CC=1)[O:6][CH:7]1[CH2:11][CH:10]([N:12]2[CH:20]=[N:19][C:18]3[C:13]2=[N:14][C:15]([NH2:22])=[N:16][C:17]=3[Cl:21])[C:9](=[CH2:23])[CH:8]1[CH2:24][O:25][C:26]([C:39]1[CH:44]=[CH:43][CH:42]=[CH:41][CH:40]=1)([C:33]1[CH:38]=[CH:37][CH:36]=[CH:35][CH:34]=1)[C:27]1[CH:32]=[CH:31][CH:30]=[CH:29][CH:28]=1)(C)(C)C.[F-].C([N+](CCCC)(CCCC)CCCC)CCC. The catalyst is O1CCCC1.CO. The product is [NH2:22][C:15]1[N:16]=[C:17]([Cl:21])[CH:18]2[CH:13]([N:14]=1)[N:12]([CH:10]1[CH2:11][CH:7]([OH:6])[CH:8]([CH2:24][O:25][C:26]([C:39]3[CH:44]=[CH:43][CH:42]=[CH:41][CH:40]=3)([C:27]3[CH:28]=[CH:29][CH:30]=[CH:31][CH:32]=3)[C:33]3[CH:38]=[CH:37][CH:36]=[CH:35][CH:34]=3)[C:9]1=[CH2:23])[CH:20]=[N:19]2. The yield is 0.716. (2) The yield is 0.450. The catalyst is O1CCOCC1. The reactants are [C:1]([C:3]1[C:4]([NH:21][NH:22][C:23](=O)[CH2:24][CH:25]2[CH2:27][CH2:26]2)=[N:5][CH:6]=[CH:7][C:8]=1[O:9][CH2:10][C@H:11]1[CH2:13][C@@H:12]1[C:14]1[CH:19]=[CH:18][C:17]([F:20])=[CH:16][CH:15]=1)#[N:2].CC[N+](S(N=C(OC)[O-])(=O)=O)(CC)CC.C(#N)C. The product is [CH:25]1([CH2:24][C:23]2[N:5]3[CH:6]=[CH:7][C:8]([O:9][CH2:10][C@H:11]4[CH2:13][C@@H:12]4[C:14]4[CH:19]=[CH:18][C:17]([F:20])=[CH:16][CH:15]=4)=[C:3]([C:1]#[N:2])[C:4]3=[N:21][N:22]=2)[CH2:27][CH2:26]1.